Task: Predict the reactants needed to synthesize the given product.. Dataset: Full USPTO retrosynthesis dataset with 1.9M reactions from patents (1976-2016) (1) Given the product [O:29]=[S:2]1(=[O:1])[CH2:3][CH2:4][CH:5]([C:8]2[C:16]3[C:11](=[C:12]([C:26]([NH2:28])=[O:27])[CH:13]=[C:14]([C:37]4[CH:38]=[C:39]([CH2:42][CH2:43][CH2:44][OH:45])[S:40][CH:41]=4)[CH:15]=3)[NH:10][CH:9]=2)[CH2:6][CH2:7]1, predict the reactants needed to synthesize it. The reactants are: [O:1]=[S:2]1(=[O:29])[CH2:7][CH2:6][CH:5]([C:8]2[C:16]3[C:11](=[C:12]([C:26]([NH2:28])=[O:27])[CH:13]=[C:14](B4OC(C)(C)C(C)(C)O4)[CH:15]=3)[NH:10][CH:9]=2)[CH2:4][CH2:3]1.C([O-])([O-])=O.[K+].[K+].Br[C:37]1[CH:38]=[C:39]([CH2:42][CH2:43][CH2:44][OH:45])[S:40][CH:41]=1.O. (2) Given the product [CH:10]1[C:11]2[CH2:12][CH2:1][CH2:2][CH2:3][CH:4]([OH:5])[C:6]=2[CH:7]=[CH:8][CH:9]=1, predict the reactants needed to synthesize it. The reactants are: [CH2:1]1[CH2:12][C:11]2[C:6](=[CH:7][CH:8]=[CH:9][CH:10]=2)[C:4](=[O:5])[CH2:3][CH2:2]1.[BH4-].[Na+].[Cl-].[NH4+]. (3) The reactants are: [Cl:1][C:2]1[CH:3]=[CH:4][C:5]([F:24])=[C:6]([N:8]([CH2:20][CH:21]([CH3:23])[CH3:22])[S:9]([C:12]2[CH:17]=[CH:16][C:15]([CH:18]=[CH2:19])=[CH:14][CH:13]=2)(=[O:11])=[O:10])[CH:7]=1.ClC1C=C(C=CC=1)C(OO)=[O:30]. Given the product [Cl:1][C:2]1[CH:3]=[CH:4][C:5]([F:24])=[C:6]([N:8]([CH2:20][CH:21]([CH3:22])[CH3:23])[S:9]([C:12]2[CH:17]=[CH:16][C:15]([CH:18]3[CH2:19][O:30]3)=[CH:14][CH:13]=2)(=[O:10])=[O:11])[CH:7]=1, predict the reactants needed to synthesize it. (4) The reactants are: [Cl:1][C:2]1[C:32]([C:33]([F:36])([F:35])[F:34])=[CH:31][CH:30]=[CH:29][C:3]=1[CH2:4][N:5]1[C:10](=[O:11])[C:9]([C:12]([O:14][CH2:15][CH3:16])=[O:13])=[CH:8][N:7]([C:17]2[CH:27]=[CH:26][C:20]3[N:21]([CH3:25])[C:22](=[O:24])[NH:23][C:19]=3[CH:18]=2)[C:6]1=[O:28].Br[CH2:38][CH:39]1[CH2:41][CH2:40]1.C(=O)([O-])[O-].[K+].[K+].[I-].[K+]. Given the product [Cl:1][C:2]1[C:32]([C:33]([F:36])([F:34])[F:35])=[CH:31][CH:30]=[CH:29][C:3]=1[CH2:4][N:5]1[C:10](=[O:11])[C:9]([C:12]([O:14][CH2:15][CH3:16])=[O:13])=[CH:8][N:7]([C:17]2[CH:27]=[CH:26][C:20]3[N:21]([CH3:25])[C:22](=[O:24])[N:23]([CH2:38][CH:39]4[CH2:41][CH2:40]4)[C:19]=3[CH:18]=2)[C:6]1=[O:28], predict the reactants needed to synthesize it. (5) The reactants are: [CH3:1][C:2]1[CH:3]=[C:4]([CH:24]=[CH:25][C:26]=1[OH:27])[NH:5][C:6]1[C:15]2[C:10](=[CH:11][CH:12]=[CH:13][C:14]=2[O:16][CH:17]2[CH2:22][CH2:21][N:20]([CH3:23])[CH2:19][CH2:18]2)[N:9]=[CH:8][N:7]=1.Cl[CH2:29][C:30]1[CH:34]=[C:33]([CH3:35])[O:32][N:31]=1. Given the product [CH3:1][C:2]1[CH:3]=[C:4]([CH:24]=[CH:25][C:26]=1[O:27][CH2:29][C:30]1[CH:34]=[C:33]([CH3:35])[O:32][N:31]=1)[NH:5][C:6]1[C:15]2[C:10](=[CH:11][CH:12]=[CH:13][C:14]=2[O:16][CH:17]2[CH2:22][CH2:21][N:20]([CH3:23])[CH2:19][CH2:18]2)[N:9]=[CH:8][N:7]=1, predict the reactants needed to synthesize it. (6) Given the product [Br:1][C:2]1[CH:3]=[N:4][N:5]2[CH:10]=[CH:9][C:8]([N:11]3[C@@H:15]([CH:16]([CH3:17])[CH3:18])[CH2:14][N:13]([CH2:25][C@H:26]4[CH2:30][CH2:29][CH2:28][N:27]4[C:31]([O:33][C:34]([CH3:35])([CH3:37])[CH3:36])=[O:32])[C:12]3=[O:19])=[N:7][C:6]=12, predict the reactants needed to synthesize it. The reactants are: [Br:1][C:2]1[CH:3]=[N:4][N:5]2[CH:10]=[CH:9][C:8]([N:11]3[C@@H:15]([CH:16]([CH3:18])[CH3:17])[CH2:14][NH:13][C:12]3=[O:19])=[N:7][C:6]=12.CS(O[CH2:25][C@H:26]1[CH2:30][CH2:29][CH2:28][N:27]1[C:31]([O:33][C:34]([CH3:37])([CH3:36])[CH3:35])=[O:32])(=O)=O. (7) Given the product [CH2:10]([NH:17][C:18]([NH:9][CH2:8][C:7]#[N:6])=[O:19])[C:11]1[CH:16]=[CH:15][CH:14]=[CH:13][CH:12]=1, predict the reactants needed to synthesize it. The reactants are: S(O)(O)(=O)=O.[NH2:6][CH2:7][C:8]#[N:9].[CH2:10]([N:17]=[C:18]=[O:19])[C:11]1[CH:16]=[CH:15][CH:14]=[CH:13][CH:12]=1.C(N(CC)C(C)C)(C)C.